Task: Predict the product of the given reaction.. Dataset: Forward reaction prediction with 1.9M reactions from USPTO patents (1976-2016) (1) The product is: [CH:1]1([C:7]2[CH:12]=[CH:11][C:10]([CH:13]3[CH2:15][CH:14]3[C:16]([NH:21][NH2:22])=[O:18])=[CH:9][CH:8]=2)[CH2:6][CH2:5][CH2:4][CH2:3][CH2:2]1. Given the reactants [CH:1]1([C:7]2[CH:12]=[CH:11][C:10]([CH:13]3[CH2:15][CH:14]3[C:16]([O:18]C)=O)=[CH:9][CH:8]=2)[CH2:6][CH2:5][CH2:4][CH2:3][CH2:2]1.O.[NH2:21][NH2:22], predict the reaction product. (2) Given the reactants [O:1]=[C:2]1[C:11]2([CH2:16][CH2:15][N:14]([CH2:17][C:18]([O:20]CC)=[O:19])[CH2:13][CH2:12]2)[CH2:10][CH2:9][C:8]2[C:3]1=[CH:4][CH:5]=[CH:6][CH:7]=2.[OH-].[Na+], predict the reaction product. The product is: [O:1]=[C:2]1[C:11]2([CH2:12][CH2:13][N:14]([CH2:17][C:18]([OH:20])=[O:19])[CH2:15][CH2:16]2)[CH2:10][CH2:9][C:8]2[C:3]1=[CH:4][CH:5]=[CH:6][CH:7]=2. (3) Given the reactants [C:1]1(=[O:11])[NH:5][C:4](=[O:6])[C:3]2=[CH:7][CH:8]=[CH:9][CH:10]=[C:2]12.[K].C(OCC)(=O)C.C(=O)([O-])O.[Na+], predict the reaction product. The product is: [C:1]1(=[O:11])[NH:5][C:4](=[O:6])[C:3]2=[CH:7][CH:8]=[CH:9][CH:10]=[C:2]12. (4) Given the reactants [OH:1][C:2]1[CH:3]=[C:4]2[C:8](=[CH:9][CH:10]=1)[C@H:7]([CH2:11][C:12]([O:14][CH2:15][CH3:16])=[O:13])[CH2:6][CH2:5]2.[CH3:17][C:18]1[O:22][C:21]([C:23]2[CH:28]=[CH:27][C:26]([CH3:29])=[CH:25][CH:24]=2)=[N:20][C:19]=1[CH2:30][CH2:31]O.CN(C(/N=N/C(N(C)C)=O)=O)C.C1C=CC(P(C2C=CC=CC=2)C2C=CC=CC=2)=CC=1, predict the reaction product. The product is: [CH3:17][C:18]1[O:22][C:21]([C:23]2[CH:28]=[CH:27][C:26]([CH3:29])=[CH:25][CH:24]=2)=[N:20][C:19]=1[CH2:30][CH2:31][O:1][C:2]1[CH:3]=[C:4]2[C:8](=[CH:9][CH:10]=1)[C@H:7]([CH2:11][C:12]([O:14][CH2:15][CH3:16])=[O:13])[CH2:6][CH2:5]2. (5) Given the reactants C[O:2][C:3]1[CH:8]=[C:7]([C:9]([F:12])([F:11])[F:10])[CH:6]=[C:5]([N+:13]([O-:15])=[O:14])[CH:4]=1.B(Br)(Br)Br.CCOC(C)=O, predict the reaction product. The product is: [N+:13]([C:5]1[CH:4]=[C:3]([OH:2])[CH:8]=[C:7]([C:9]([F:10])([F:11])[F:12])[CH:6]=1)([O-:15])=[O:14]. (6) Given the reactants [OH:1][C:2]1[CH:3]=[C:4]([CH:7]=[CH:8][C:9]=1[OH:10])[CH:5]=[O:6].C(=O)([O-])[O-].[K+].[K+].[CH2:17](Br)[C:18]1[CH:23]=[CH:22][CH:21]=[CH:20][CH:19]=1.[CH3:25][CH2:26][CH2:27][CH2:28][CH2:29][CH2:30][CH3:31], predict the reaction product. The product is: [CH2:17]([O:1][C:2]1[CH:3]=[C:4]([CH:7]=[CH:8][C:9]=1[O:10][CH2:25][C:26]1[CH:31]=[CH:30][CH:29]=[CH:28][CH:27]=1)[CH:5]=[O:6])[C:18]1[CH:23]=[CH:22][CH:21]=[CH:20][CH:19]=1. (7) Given the reactants [CH3:1][C:2]1[C:10]2[O:9][CH:8]=[CH:7][C:6]=2[CH:5]=[CH:4][C:3]=1[C:11]([OH:13])=[O:12].[H][H], predict the reaction product. The product is: [CH3:1][C:2]1[C:10]2[O:9][CH2:8][CH2:7][C:6]=2[CH:5]=[CH:4][C:3]=1[C:11]([OH:13])=[O:12]. (8) Given the reactants Br[C:2]1[CH:3]=[C:4]([N:8]2[C:16]3[CH:15]=[CH:14][CH:13]=[CH:12][C:11]=3[C:10]3[CH:17]=[N:18][CH:19]=[CH:20][C:9]2=3)[CH:5]=[CH:6][CH:7]=1.[B:21]1([B:21]2[O:25][C:24]([CH3:27])([CH3:26])[C:23]([CH3:29])([CH3:28])[O:22]2)[O:25][C:24]([CH3:27])([CH3:26])[C:23]([CH3:29])([CH3:28])[O:22]1.C([O-])(=O)C.[K+].CS(C)=O, predict the reaction product. The product is: [CH3:28][C:23]1([CH3:29])[C:24]([CH3:27])([CH3:26])[O:25][B:21]([C:2]2[CH:3]=[C:4]([N:8]3[C:16]4[CH:15]=[CH:14][CH:13]=[CH:12][C:11]=4[C:10]4[CH:17]=[N:18][CH:19]=[CH:20][C:9]3=4)[CH:5]=[CH:6][CH:7]=2)[O:22]1. (9) Given the reactants Cl[C:2]([O:4][C:5]1[CH:10]=[CH:9][CH:8]=[CH:7][CH:6]=1)=[O:3].[C:11]([C:13]1[CH:14]=[C:15]2[C:19](=[CH:20][CH:21]=1)[NH:18][C:17](=[O:22])[C:16]2([OH:32])[C:23]1[C:24]([O:29][CH2:30][CH3:31])=[N:25][CH:26]=[CH:27][CH:28]=1)#[N:12].ClCCl.[CH3:36][OH:37], predict the reaction product. The product is: [C:11]([C:13]1[CH:14]=[C:15]2[C:19](=[CH:20][CH:21]=1)[N:18]([C:2]([O:4][C:5]1[CH:10]=[CH:9][CH:8]=[CH:7][CH:6]=1)=[O:3])[C:17](=[O:22])[C:16]2([C:23]1[C:24]([O:29][CH2:30][CH3:31])=[N:25][CH:26]=[CH:27][CH:28]=1)[O:32][C:36]([O:4][C:5]1[CH:10]=[CH:9][CH:8]=[CH:7][CH:6]=1)=[O:37])#[N:12].